This data is from Reaction yield outcomes from USPTO patents with 853,638 reactions. The task is: Predict the reaction yield, written as a fraction of the theoretical maximum amount of product (1.0 means a 100% yield; for example, 0.34 means a 34% yield). (1) The product is [CH2:1]([O:3][C:4]([C@@H:6]1[CH2:11][CH2:10][C@@H:9]([NH:23][C:42]([O:43][CH2:44][C:45]2[CH:50]=[CH:49][CH:48]=[CH:47][CH:46]=2)=[O:51])[C@@H:8]([NH:13][C:14]([O:16][C:17]([CH3:20])([CH3:19])[CH3:18])=[O:15])[CH2:7]1)=[O:5])[CH3:2]. The reactants are [CH2:1]([O:3][C:4]([C@@H:6]1[CH2:11][CH2:10][C@H:9](O)[C@@H:8]([NH:13][C:14]([O:16][C:17]([CH3:20])([CH3:19])[CH3:18])=[O:15])[CH2:7]1)=[O:5])[CH3:2].Cl.C[N:23](C)C.CS(Cl)(=O)=O.C(N(CC)CC)C.[N-]=[N+]=[N-].[Na+].[C:42](Cl)(=[O:51])[O:43][CH2:44][C:45]1[CH:50]=[CH:49][CH:48]=[CH:47][CH:46]=1. The yield is 0.500. The catalyst is C(OCC)(=O)C.CN(C)C=O. (2) The reactants are Cl.[NH:2]([C:4]1[CH:5]=[C:6]([CH:10]=[CH:11][CH:12]=1)[C:7]([OH:9])=[O:8])[NH2:3].[CH3:13][C:14]([CH3:21])([CH3:20])[C:15](=O)[CH2:16][C:17]#[N:18].[CH3:22][CH2:23]O. No catalyst specified. The product is [CH2:22]([O:8][C:7](=[O:9])[C:6]1[CH:10]=[CH:11][CH:12]=[C:4]([N:2]2[C:17]([NH2:18])=[CH:16][C:15]([C:14]([CH3:21])([CH3:20])[CH3:13])=[N:3]2)[CH:5]=1)[CH3:23].[NH2:18][C:17]1[N:2]([C:4]2[CH:5]=[C:6]([CH:10]=[CH:11][CH:12]=2)[C:7]([OH:9])=[O:8])[N:3]=[C:15]([C:14]([CH3:21])([CH3:20])[CH3:13])[CH:16]=1. The yield is 0.400. (3) The reactants are Br[C:2]1[CH:7]=[CH:6][CH:5]=[CH:4][C:3]=1[CH:8]1[C:17]([CH3:19])([CH3:18])[CH2:16][C:15]2[C:10](=[CH:11][CH:12]=[C:13]([C:20]([OH:22])=[O:21])[CH:14]=2)[NH:9]1.[NH2:23][C:24]1([C:27]([O-:29])=[O:28])[CH2:26][CH2:25]1.C(=O)([O-])[O-].[K+].[K+]. The catalyst is CS(C)=O.[Cu]I. The product is [C:27]([C:24]1([NH:23][C:2]2[CH:7]=[CH:6][CH:5]=[CH:4][C:3]=2[CH:8]2[C:17]([CH3:19])([CH3:18])[CH2:16][C:15]3[C:10](=[CH:11][CH:12]=[C:13]([C:20]([OH:22])=[O:21])[CH:14]=3)[NH:9]2)[CH2:26][CH2:25]1)([OH:29])=[O:28]. The yield is 0.800. (4) The reactants are Cl[C:2]1[N:7]=[C:6]([CH:8]([CH:11]2[N:15]([CH2:16][CH3:17])[C:14]3[CH:18]=[CH:19][CH:20]=[CH:21][C:13]=3[NH:12]2)[C:9]#[N:10])[CH:5]=[C:4]([CH3:22])[N:3]=1.[CH:23]1([NH2:28])[CH2:27][CH2:26][CH2:25][CH2:24]1. No catalyst specified. The product is [CH:23]1([NH:28][C:2]2[N:7]=[C:6]([CH:8]([C:11]3[N:15]([CH2:16][CH3:17])[C:14]4[CH:18]=[CH:19][CH:20]=[CH:21][C:13]=4[N:12]=3)[C:9]#[N:10])[CH:5]=[C:4]([CH3:22])[N:3]=2)[CH2:27][CH2:26][CH2:25][CH2:24]1. The yield is 0.720. (5) The catalyst is C(OCC)(=O)C.CCCCCC. The reactants are C([NH:8][C:9]1[C:10]([CH3:29])=[C:11]([CH2:19][C:20]2[CH:25]=[CH:24][C:23]([CH:26]([CH3:28])[CH3:27])=[CH:22][CH:21]=2)[C:12]2[O:16][CH2:15][CH2:14][C:13]=2[C:17]=1[CH3:18])C1C=CC=CC=1. The yield is 0.920. The product is [CH:26]([C:23]1[CH:24]=[CH:25][C:20]([CH2:19][C:11]2[C:12]3[O:16][CH2:15][CH2:14][C:13]=3[C:17]([CH3:18])=[C:9]([NH2:8])[C:10]=2[CH3:29])=[CH:21][CH:22]=1)([CH3:28])[CH3:27]. (6) The product is [Br:1][C:2]1[CH:11]=[CH:10][C:5]([CH2:6][OH:7])=[CH:4][C:3]=1[CH3:12]. The reactants are [Br:1][C:2]1[CH:11]=[CH:10][C:5]([C:6](OC)=[O:7])=[CH:4][C:3]=1[CH3:12].[H-].[H-].[H-].[H-].[Li+].[Al+3]. The yield is 0.960. The catalyst is C1COCC1. (7) The yield is 0.408. The catalyst is C(#N)C. The reactants are [CH3:1][C@@H:2]([NH:13][CH2:14][CH2:15][CH2:16][C:17]1[CH:18]=[CH:19][CH:20]=[C:21]([C:23]([F:26])([F:25])[F:24])[CH:22]=1)[C:3]1[CH:4]=[CH:5][CH:6]=[C:7]2[CH:12]=[CH:11][CH:10]=[CH:9][C:8]=12.C(O)(=O)C.C[Si](C)(C)[Cl:33]. The product is [CH3:1][C@@H:2]([NH:13][CH2:14][CH2:15][CH2:16][C:17]1[CH:18]=[CH:19][CH:20]=[C:21]([C:23]([F:24])([F:25])[F:26])[CH:22]=1)[C:3]1[CH:4]=[CH:5][CH:6]=[C:7]2[CH:12]=[CH:11][CH:10]=[CH:9][C:8]=12.[ClH:33].